Dataset: Full USPTO retrosynthesis dataset with 1.9M reactions from patents (1976-2016). Task: Predict the reactants needed to synthesize the given product. (1) Given the product [O:9]([C:16]1[CH:17]=[CH:18][C:19]([C:2]2[C:3]([NH2:8])=[N:4][CH:5]=[CH:6][N:7]=2)=[CH:20][CH:21]=1)[C:10]1[CH:15]=[CH:14][CH:13]=[CH:12][CH:11]=1, predict the reactants needed to synthesize it. The reactants are: Cl[C:2]1[C:3]([NH2:8])=[N:4][CH:5]=[CH:6][N:7]=1.[O:9]([C:16]1[CH:21]=[CH:20][C:19](B(O)O)=[CH:18][CH:17]=1)[C:10]1[CH:15]=[CH:14][CH:13]=[CH:12][CH:11]=1.C(=O)([O-])[O-].[Na+].[Na+].CCOC(C)=O. (2) Given the product [C:1]([C:4]1[CH:13]=[CH:12][C:7]2[N:8]([CH3:14])[C:16](=[O:19])[N:10]([CH3:9])[C:6]=2[CH:5]=1)(=[O:3])[CH3:2], predict the reactants needed to synthesize it. The reactants are: [C:1]([C:4]1[CH:13]=[CH:12][C:7]2[NH:8][C:9](=O)[NH:10][C:6]=2[CH:5]=1)(=[O:3])[CH3:2].[CH3:14]I.[C:16](=[O:19])([O-])[O-].[Cs+].[Cs+]. (3) Given the product [N:15]1[CH:20]=[CH:19][CH:18]=[CH:17][C:16]=1[O:21][C:22]1[CH:23]=[CH:24][C:25]([CH2:11][C:10]2[CH:2]=[C:1]([C:3]3[C:4]([NH2:9])=[N:5][CH:6]=[CH:7][CH:8]=3)[O:13][N:12]=2)=[CH:26][CH:27]=1, predict the reactants needed to synthesize it. The reactants are: [C:1]([C:3]1[C:4]([NH2:9])=[N:5][CH:6]=[CH:7][CH:8]=1)#[CH:2].[C:10](Cl)(=[N:12][OH:13])[CH3:11].[N:15]1[CH:20]=[CH:19][CH:18]=[CH:17][C:16]=1[O:21][C:22]1[CH:27]=[CH:26][CH:25]=[CH:24][CH:23]=1.C(N(CC)CC)C. (4) The reactants are: [Cl:1][CH2:2][C:3]([N:5]([CH2:23][C:24]1[CH:29]=[CH:28][C:27]([O:30][CH3:31])=[CH:26][C:25]=1[O:32][CH3:33])[C:6]1[CH:11]=[CH:10][C:9]([O:12][CH3:13])=[CH:8][C:7]=1[C:14](=O)[C:15]1[CH:20]=[CH:19][CH:18]=[C:17]([F:21])[CH:16]=1)=[O:4].CCO[CH2:37][CH3:38]. Given the product [Cl-:1].[CH3:33][O:32][C:25]1[CH:26]=[C:27]([O:30][CH3:31])[CH:28]=[CH:29][C:24]=1[CH2:23][N:5]1[C:6]2[C:7](=[CH:8][C:9]([O:12][CH3:13])=[CH:10][CH:11]=2)[C:14]([C:15]2[CH:20]=[CH:19][CH:18]=[C:17]([F:21])[CH:16]=2)=[C:2]([N+:5]2[CH:38]=[CH:37][CH:8]=[CH:7][CH:6]=2)[C:3]1=[O:4], predict the reactants needed to synthesize it.